Predict the product of the given reaction. From a dataset of Forward reaction prediction with 1.9M reactions from USPTO patents (1976-2016). (1) Given the reactants [C:1]([NH:5][S:6]([C:9]1[C:10]([Cl:42])=[CH:11][C:12]([O:39][CH2:40][CH3:41])=[C:13]([C:15]2[N:16]([C:36](Cl)=[O:37])[C:17]([C:29]3[CH:34]=[CH:33][C:32]([Cl:35])=[CH:31][CH:30]=3)([CH3:28])[C:18]([C:21]3[CH:26]=[CH:25][C:24]([Cl:27])=[CH:23][CH:22]=3)([CH3:20])[N:19]=2)[CH:14]=1)(=[O:8])=[O:7])([CH3:4])([CH3:3])[CH3:2].[CH3:43][O:44][CH2:45][CH2:46][NH:47][C:48](=[O:56])[CH2:49][N:50]1[CH2:55][CH2:54][NH:53][CH2:52][CH2:51]1, predict the reaction product. The product is: [C:1]([NH:5][S:6]([C:9]1[C:10]([Cl:42])=[CH:11][C:12]([O:39][CH2:40][CH3:41])=[C:13]([C:15]2[N:16]([C:36]([N:53]3[CH2:54][CH2:55][N:50]([CH2:49][C:48]([NH:47][CH2:46][CH2:45][O:44][CH3:43])=[O:56])[CH2:51][CH2:52]3)=[O:37])[C@@:17]([C:29]3[CH:34]=[CH:33][C:32]([Cl:35])=[CH:31][CH:30]=3)([CH3:28])[C@@:18]([C:21]3[CH:22]=[CH:23][C:24]([Cl:27])=[CH:25][CH:26]=3)([CH3:20])[N:19]=2)[CH:14]=1)(=[O:7])=[O:8])([CH3:3])([CH3:2])[CH3:4]. (2) Given the reactants C[O-].[Na+].[NH2:4][C:5]([NH2:7])=[S:6].C([O:10][C:11](=O)[CH:12]([NH:18][C:19](=[O:27])[C:20]1[CH:25]=[CH:24][CH:23]=[C:22]([CH3:26])[CH:21]=1)[C:13](OCC)=[O:14])C, predict the reaction product. The product is: [OH:14][C:13]1[C:12]([NH:18][C:19](=[O:27])[C:20]2[CH:25]=[CH:24][CH:23]=[C:22]([CH3:26])[CH:21]=2)=[C:11]([OH:10])[N:7]=[C:5]([SH:6])[N:4]=1. (3) Given the reactants C(OC([N:8]1[CH2:13][CH2:12][N:11]([C:14]2[C:19]([CH:20]=[O:21])=[C:18]([NH2:22])[N:17]=[CH:16][N:15]=2)[CH2:10][CH2:9]1)=O)(C)(C)C.[C:23]([OH:29])([C:25]([F:28])([F:27])[F:26])=[O:24].C(Cl)Cl, predict the reaction product. The product is: [F:26][C:25]([F:28])([F:27])[C:23]([OH:29])=[O:24].[NH2:22][C:18]1[C:19]([CH:20]=[O:21])=[C:14]([N:11]2[CH2:10][CH2:9][NH:8][CH2:13][CH2:12]2)[N:15]=[CH:16][N:17]=1. (4) Given the reactants [CH:1]1[N:5]=[CH:4][N:3]([C:6]([N:8]2C=NC=C2)=[O:7])[CH:2]=1.NC(C(C)(C)C)C(C1C=CC(C#N)=CC=1)=O.Cl, predict the reaction product. The product is: [NH2:3][C:6]([NH2:8])=[O:7].[NH:3]1[CH:2]=[CH:1][N:5]=[CH:4]1. (5) Given the reactants Cl[C:2]1[CH:7]=[C:6]([O:8][C:9]2[CH:10]=[N:11][C:12]([N+:15]([O-:17])=[O:16])=[CH:13][CH:14]=2)[CH:5]=[CH:4][N:3]=1.[C:18]([NH2:22])(=[O:21])[CH2:19][CH3:20].C([O-])([O-])=O.[Cs+].[Cs+], predict the reaction product. The product is: [N+:15]([C:12]1[N:11]=[CH:10][C:9]([O:8][C:6]2[CH:5]=[CH:4][N:3]=[C:2]([NH:22][C:18](=[O:21])[CH2:19][CH3:20])[CH:7]=2)=[CH:14][CH:13]=1)([O-:17])=[O:16]. (6) Given the reactants [NH2:1][C@H:2]([C@@H:5]([CH2:7][NH:8][C:9]([O:11][C:12]([CH3:15])([CH3:14])[CH3:13])=[O:10])[OH:6])[CH2:3][CH3:4].C(Cl)Cl.[Cl:19][C:20]1[CH:25]=[C:24]([F:26])[CH:23]=[CH:22][C:21]=1[S:27](Cl)(=[O:29])=[O:28], predict the reaction product. The product is: [Cl:19][C:20]1[CH:25]=[C:24]([F:26])[CH:23]=[CH:22][C:21]=1[S:27]([NH:1][C@H:2]([C@@H:5]([CH2:7][NH:8][C:9]([O:11][C:12]([CH3:14])([CH3:13])[CH3:15])=[O:10])[OH:6])[CH2:3][CH3:4])(=[O:29])=[O:28]. (7) Given the reactants [CH3:1][O:2][C:3]1[CH:12]=[CH:11][C:6]([C:7]([NH:9][NH2:10])=[O:8])=[CH:5][CH:4]=1.[C:13](Cl)(=[O:15])[CH3:14], predict the reaction product. The product is: [C:13]([NH:10][NH:9][C:7](=[O:8])[C:6]1[CH:5]=[CH:4][C:3]([O:2][CH3:1])=[CH:12][CH:11]=1)(=[O:15])[CH3:14]. (8) Given the reactants [S:1](=[O:5])(=[O:4])([OH:3])[OH:2].[OH:6][S:7]([O:10][O:11][S:12]([OH:15])(=[O:14])=[O:13])(=[O:9])=[O:8], predict the reaction product. The product is: [S:7]([O:10][O:11][S:12]([O-:15])(=[O:14])=[O:13])([O-:9])(=[O:8])=[O:6].[S:1]([O-:5])([O-:4])(=[O:3])=[O:2]. (9) Given the reactants [Cl:1][C:2]1[CH:10]=[CH:9][C:8]([C:11]2[C:12]([C@@H:23]([NH:33]C(=O)OC(C)(C)C)[CH2:24][C:25]3[CH:30]=[C:29]([F:31])[CH:28]=[C:27]([F:32])[CH:26]=3)=[N:13][C:14]([C:17]#[C:18][C:19]([OH:22])([CH3:21])[CH3:20])=[CH:15][CH:16]=2)=[C:7]2[C:3]=1[C:4]([NH:42][S:43]([CH3:46])(=O)=[O:44])=[N:5][N:6]2[CH3:41].FC(F)(F)C(O)=O, predict the reaction product. The product is: [NH2:33][C@H:23]([C:12]1[C:11]([C:8]2[CH:9]=[CH:10][C:2]([Cl:1])=[C:3]3[C:7]=2[N:6]([CH3:41])[N:5]=[C:4]3[NH:42][S:43]([CH3:46])=[O:44])=[CH:16][CH:15]=[C:14]([C:17]#[C:18][C:19]([OH:22])([CH3:20])[CH3:21])[N:13]=1)[CH2:24][C:25]1[CH:26]=[C:27]([F:32])[CH:28]=[C:29]([F:31])[CH:30]=1. (10) The product is: [Si:1]([N:8]1[CH2:13][CH2:12][N:11]([CH2:16][CH2:15][C:14]#[N:17])[CH2:10][CH2:9]1)([C:4]([CH3:7])([CH3:5])[CH3:6])([CH3:3])[CH3:2]. Given the reactants [Si:1]([N:8]1[CH2:13][CH2:12][NH:11][CH2:10][CH2:9]1)([C:4]([CH3:7])([CH3:6])[CH3:5])([CH3:3])[CH3:2].[C:14](#[N:17])[CH:15]=[CH2:16], predict the reaction product.